This data is from Catalyst prediction with 721,799 reactions and 888 catalyst types from USPTO. The task is: Predict which catalyst facilitates the given reaction. (1) Reactant: [CH3:1][O:2][C:3]1[CH:8]=[C:7]([N+:9]([O-])=O)[CH:6]=[C:5]([O:12][CH3:13])[C:4]=1[O:14][CH3:15].O.NN. Product: [CH3:13][O:12][C:5]1[CH:6]=[C:7]([CH:8]=[C:3]([O:2][CH3:1])[C:4]=1[O:14][CH3:15])[NH2:9]. The catalyst class is: 29. (2) Reactant: C([O:3][C:4](=[O:22])[C:5]([OH:21])([C:17]([F:20])([F:19])[F:18])[CH2:6][C:7]([C:10]1[CH:15]=[CH:14][C:13](Br)=[CH:12][CH:11]=1)([CH3:9])[CH3:8])C.[CH3:23][N:24](C)C=O. Product: [C:23]([C:13]1[CH:14]=[CH:15][C:10]([C:7]([CH3:8])([CH3:9])[CH2:6][C:5]([OH:21])([C:17]([F:18])([F:19])[F:20])[C:4]([OH:3])=[O:22])=[CH:11][CH:12]=1)#[N:24]. The catalyst class is: 507. (3) Reactant: Br[C:2]1[CH:19]=[C:18]2[C:5]([CH2:6][C:7]3([C:11]42[N:15]=[C:14]([NH2:16])[C:13]([CH3:17])=[N:12]4)[CH2:10][CH2:9][CH2:8]3)=[CH:4][CH:3]=1.[C:20]([CH:22]1[CH2:24][CH2:23]1)#[CH:21].C(N(CC)CC)C. Product: [CH:22]1([C:20]#[C:21][C:2]2[CH:19]=[C:18]3[C:5]([CH2:6][C:7]4([C:11]53[N:15]=[C:14]([NH2:16])[C:13]([CH3:17])=[N:12]5)[CH2:8][CH2:9][CH2:10]4)=[CH:4][CH:3]=2)[CH2:24][CH2:23]1. The catalyst class is: 128. (4) Reactant: [CH3:1][S:2][CH2:3][C:4]1[N:8]=[C:7]([CH2:9][N:10]2[C:15]3[CH:16]=[C:17]([C:19]4[CH:24]=[CH:23][CH:22]=[CH:21][CH:20]=4)[S:18][C:14]=3[C:13](=[O:25])[N:12]([CH:26]3[CH2:31][CH2:30][N:29](C(OC(C)(C)C)=O)[CH2:28][CH2:27]3)[C:11]2=[O:39])[O:6][N:5]=1.[ClH:40]. Product: [ClH:40].[CH3:1][S:2][CH2:3][C:4]1[N:8]=[C:7]([CH2:9][N:10]2[C:15]3[CH:16]=[C:17]([C:19]4[CH:24]=[CH:23][CH:22]=[CH:21][CH:20]=4)[S:18][C:14]=3[C:13](=[O:25])[N:12]([CH:26]3[CH2:31][CH2:30][NH:29][CH2:28][CH2:27]3)[C:11]2=[O:39])[O:6][N:5]=1. The catalyst class is: 135. (5) Reactant: Cl[C:2]1[C:3]2[CH:10]=[CH:9][N:8]([C@H:11]3[C@@H:15]4[O:16][C:17]([CH3:20])([CH3:19])[O:18][C@@H:14]4[C@@H:13]([C@@:21]([C:24]4[CH:29]=[CH:28][C:27]([F:30])=[C:26]([F:31])[CH:25]=4)([OH:23])[CH3:22])[O:12]3)[C:4]=2[N:5]=[CH:6][N:7]=1.[OH-].[NH4+:33]. Product: [NH2:33][C:2]1[C:3]2[CH:10]=[CH:9][N:8]([C@H:11]3[C@@H:15]4[O:16][C:17]([CH3:20])([CH3:19])[O:18][C@@H:14]4[C@@H:13]([C@@:21]([C:24]4[CH:29]=[CH:28][C:27]([F:30])=[C:26]([F:31])[CH:25]=4)([OH:23])[CH3:22])[O:12]3)[C:4]=2[N:5]=[CH:6][N:7]=1. The catalyst class is: 12. (6) Reactant: [CH:1]1([C@@H:7]([NH:9][C:10]([C:12]2[C:21]3[C:16](=[CH:17][CH:18]=[CH:19][CH:20]=3)[N:15]=[C:14]([C:22]3[CH:27]=[CH:26][CH:25]=[CH:24][CH:23]=3)[C:13]=2[CH2:28][N:29]2[CH2:34][CH2:33][NH:32][CH2:31][CH2:30]2)=[O:11])[CH3:8])[CH2:6][CH2:5][CH2:4][CH2:3][CH2:2]1.Br[CH2:36][C:37]([NH2:39])=[O:38].C(N(C(C)C)CC)(C)C. Product: [CH:1]1([C@@H:7]([NH:9][C:10]([C:12]2[C:21]3[C:16](=[CH:17][CH:18]=[CH:19][CH:20]=3)[N:15]=[C:14]([C:22]3[CH:23]=[CH:24][CH:25]=[CH:26][CH:27]=3)[C:13]=2[CH2:28][N:29]2[CH2:34][CH2:33][N:32]([CH2:36][C:37](=[O:38])[NH2:39])[CH2:31][CH2:30]2)=[O:11])[CH3:8])[CH2:6][CH2:5][CH2:4][CH2:3][CH2:2]1. The catalyst class is: 1.